This data is from Full USPTO retrosynthesis dataset with 1.9M reactions from patents (1976-2016). The task is: Predict the reactants needed to synthesize the given product. (1) Given the product [CH2:1]([C@@H:3]1[CH2:20][C@@H:19]2[C@H:14]([CH2:15][CH2:16][C:17](=[O:21])[CH2:18]2)[C@@H:13]2[C@@H:4]1[C:5]1[C@@:9]([CH2:11][CH2:12]2)([CH3:10])[C@@H:8]([OH:22])[CH2:7][CH:6]=1)[CH3:2], predict the reactants needed to synthesize it. The reactants are: [CH2:1]([C@@H:3]1[CH2:20][C:19]2[C@H:14]([CH2:15][CH2:16][C:17](=[O:21])[CH:18]=2)[C@@H:13]2[C@@H:4]1[C:5]1[C@@:9]([CH2:11][CH2:12]2)([CH3:10])[C@@H:8]([OH:22])[CH2:7][CH:6]=1)[CH3:2].[Li].N.[Cl-].[NH4+]. (2) Given the product [C:8]([C:6]1[CH:5]=[CH:4][C:3]2[N:10]([C:11]3[CH:12]=[C:13]([CH:19]=[CH:20][CH:21]=3)[C:14]([O:16][CH2:17][CH3:18])=[O:15])[C:30]([CH2:29][C:25]3[CH:26]=[CH:27][CH:28]=[C:23]([F:22])[CH:24]=3)=[N:1][C:2]=2[CH:7]=1)#[N:9], predict the reactants needed to synthesize it. The reactants are: [NH2:1][C:2]1[CH:7]=[C:6]([C:8]#[N:9])[CH:5]=[CH:4][C:3]=1[NH:10][C:11]1[CH:12]=[C:13]([CH:19]=[CH:20][CH:21]=1)[C:14]([O:16][CH2:17][CH3:18])=[O:15].[F:22][C:23]1[CH:24]=[C:25]([CH2:29][C:30](Cl)=O)[CH:26]=[CH:27][CH:28]=1.C(=O)([O-])O.[Na+].